This data is from Reaction yield outcomes from USPTO patents with 853,638 reactions. The task is: Predict the reaction yield, written as a fraction of the theoretical maximum amount of product (1.0 means a 100% yield; for example, 0.34 means a 34% yield). (1) The reactants are [CH2:1]([C@H:3]1[C:11]2[C:6](=[CH:7][C:8]([C:12](=[O:31])[NH:13][C@H:14]([C:20]3[CH:25]=[CH:24][C:23]([S:26]([CH2:29][CH3:30])(=[O:28])=[O:27])=[CH:22][CH:21]=3)[CH2:15][C:16]([O:18][CH3:19])=[O:17])=[CH:9][CH:10]=2)[CH2:5][N:4]1C(OC(C)(C)C)=O)[CH3:2].Cl.O1CCOCC1. The catalyst is ClCCl. The product is [CH2:1]([C@H:3]1[C:11]2[C:6](=[CH:7][C:8]([C:12]([NH:13][C@H:14]([C:20]3[CH:21]=[CH:22][C:23]([S:26]([CH2:29][CH3:30])(=[O:28])=[O:27])=[CH:24][CH:25]=3)[CH2:15][C:16]([O:18][CH3:19])=[O:17])=[O:31])=[CH:9][CH:10]=2)[CH2:5][NH:4]1)[CH3:2]. The yield is 0.610. (2) The reactants are Br[C:2]1[CH:3]=[N:4][C:5]([O:8][CH:9]([F:11])[F:10])=[N:6][CH:7]=1.C([O-])(=O)C.[K+].[CH3:17][C:18]1([CH3:34])[C:22]([CH3:24])([CH3:23])[O:21][B:20]([B:20]2[O:21][C:22]([CH3:24])([CH3:23])[C:18]([CH3:34])([CH3:17])[O:19]2)[O:19]1. The catalyst is O1CCOCC1.CS(C)=O.C1C=CC(P(C2C=CC=CC=2)[C-]2C=CC=C2)=CC=1.C1C=CC(P(C2C=CC=CC=2)[C-]2C=CC=C2)=CC=1.Cl[Pd]Cl.[Fe+2].C(Cl)Cl. The product is [F:10][CH:9]([F:11])[O:8][C:5]1[N:4]=[CH:3][C:2]([B:20]2[O:21][C:22]([CH3:24])([CH3:23])[C:18]([CH3:34])([CH3:17])[O:19]2)=[CH:7][N:6]=1. The yield is 0.960. (3) The reactants are [Br:1][C:2]1[CH:7]=[C:6]([C:8]#[CH:9])[CH:5]=[CH:4][C:3]=1[F:10].I[C:12]1[CH:17]=[CH:16][C:15]([S:18]([F:23])([F:22])([F:21])([F:20])[F:19])=[CH:14][CH:13]=1. No catalyst specified. The product is [Br:1][C:2]1[CH:7]=[C:6]([C:8]#[C:9][C:12]2[CH:13]=[CH:14][C:15]([S:18]([F:21])([F:19])([F:23])([F:20])[F:22])=[CH:16][CH:17]=2)[CH:5]=[CH:4][C:3]=1[F:10]. The yield is 0.830. (4) The reactants are C(NC(C)C)(C)C.C([Li])CCC.[CH:13]1([C:18]([O:20][CH3:21])=[O:19])[CH2:17][CH2:16][CH2:15][CH2:14]1.[CH3:22][O:23][CH2:24][CH2:25]Br. The catalyst is O1CCCC1. The product is [CH3:22][O:23][CH2:24][CH2:25][C:13]1([C:18]([O:20][CH3:21])=[O:19])[CH2:17][CH2:16][CH2:15][CH2:14]1. The yield is 0.590. (5) The reactants are C(N(CC)CC)C.[CH3:8][C:9]1[CH:14]=[CH:13][CH:12]=[CH:11][C:10]=1[C:15]1[CH:20]=[CH:19][C:18]([C:21]([N:23]2[CH2:30][C:29](=O)[CH2:28][C@H:24]2[C:25]([OH:27])=[O:26])=[O:22])=[CH:17][CH:16]=1.Cl.[O:33]([NH2:35])[CH3:34]. The catalyst is ClCCl. The product is [CH3:34][O:33][N:35]=[C:29]1[CH2:30][N:23]([C:21]([C:18]2[CH:19]=[CH:20][C:15]([C:10]3[CH:11]=[CH:12][CH:13]=[CH:14][C:9]=3[CH3:8])=[CH:16][CH:17]=2)=[O:22])[C@H:24]([C:25]([OH:27])=[O:26])[CH2:28]1. The yield is 1.01. (6) The reactants are [CH2:1]([N:8]1[CH2:13][CH2:12][N:11]([CH:14]2[CH2:21][CH:17]3[CH2:18][NH:19][CH2:20][CH:16]3[CH2:15]2)[CH2:10][CH2:9]1)[C:2]1[CH:7]=[CH:6][CH:5]=[CH:4][CH:3]=1.CCN(CC)CC.[CH3:29][C:30](OC(C)=O)=[O:31]. The catalyst is C(Cl)Cl. The product is [CH2:1]([N:8]1[CH2:13][CH2:12][N:11]([CH:14]2[CH2:21][CH:17]3[CH2:18][N:19]([C:30](=[O:31])[CH3:29])[CH2:20][CH:16]3[CH2:15]2)[CH2:10][CH2:9]1)[C:2]1[CH:3]=[CH:4][CH:5]=[CH:6][CH:7]=1. The yield is 0.970. (7) The reactants are C[O:2][C:3](=[O:28])[C@@H:4]([N:12]1[CH2:16][C:15]([O:17][C:18]2[CH:23]=[CH:22][CH:21]=[CH:20][C:19]=2[CH2:24][CH2:25][CH3:26])=[CH:14][C:13]1=[O:27])[CH2:5][CH:6]1[CH2:11][CH2:10][CH2:9][CH2:8][CH2:7]1.[OH-].[Li+]. The catalyst is O1CCCC1.O. The product is [CH:6]1([CH2:5][C@H:4]([N:12]2[CH2:16][C:15]([O:17][C:18]3[CH:23]=[CH:22][CH:21]=[CH:20][C:19]=3[CH2:24][CH2:25][CH3:26])=[CH:14][C:13]2=[O:27])[C:3]([OH:28])=[O:2])[CH2:11][CH2:10][CH2:9][CH2:8][CH2:7]1. The yield is 0.930.